Dataset: Full USPTO retrosynthesis dataset with 1.9M reactions from patents (1976-2016). Task: Predict the reactants needed to synthesize the given product. (1) Given the product [Br:6][C:7]1[CH:14]=[CH:13][C:12]([O:15][Si:16]([C:19]([CH3:22])([CH3:21])[CH3:20])([CH3:18])[CH3:17])=[CH:11][C:8]=1[C:9]#[N:10], predict the reactants needed to synthesize it. The reactants are: N1C=CN=C1.[Br:6][C:7]1[CH:14]=[CH:13][C:12]([OH:15])=[CH:11][C:8]=1[C:9]#[N:10].[Si:16](Cl)([C:19]([CH3:22])([CH3:21])[CH3:20])([CH3:18])[CH3:17]. (2) Given the product [S:3]1[C:4]2[CH:10]=[C:9]([C:11]3[CH:12]=[C:13]([N:23]4[CH:28]=[CH:27][C:26](=[O:29])[NH:25][C:24]4=[O:30])[CH:14]=[C:15]([C:19]([CH3:22])([CH3:21])[CH3:20])[C:16]=3[O:17][CH3:18])[CH:8]=[CH:7][C:5]=2[N:6]=[CH:2]1, predict the reactants needed to synthesize it. The reactants are: N[C:2]1[S:3][C:4]2[CH:10]=[C:9]([C:11]3[CH:12]=[C:13]([N:23]4[CH:28]=[CH:27][C:26](=[O:29])[NH:25][C:24]4=[O:30])[CH:14]=[C:15]([C:19]([CH3:22])([CH3:21])[CH3:20])[C:16]=3[O:17][CH3:18])[CH:8]=[CH:7][C:5]=2[N:6]=1.N(OCCC(C)C)=O. (3) Given the product [CH3:23][O:24][C:25](=[O:30])[CH2:26][CH2:27][CH2:28][O:21][C:19]1[CH:18]=[CH:17][C:9]2[C:10]([CH3:16])([CH3:15])[C:11]3[NH:12][C:13]4[C:5]([C:6]=3[C:7](=[O:22])[C:8]=2[CH:20]=1)=[CH:4][CH:3]=[C:2]([Br:1])[CH:14]=4, predict the reactants needed to synthesize it. The reactants are: [Br:1][C:2]1[CH:14]=[C:13]2[C:5]([C:6]3[C:7](=[O:22])[C:8]4[CH:20]=[C:19]([OH:21])[CH:18]=[CH:17][C:9]=4[C:10]([CH3:16])([CH3:15])[C:11]=3[NH:12]2)=[CH:4][CH:3]=1.[CH3:23][O:24][C:25](=[O:30])[CH2:26][CH2:27][CH2:28]Br.C(=O)([O-])[O-].[Cs+].[Cs+].O. (4) The reactants are: [CH3:1][O:2][C:3]1[CH:4]=[C:5]([NH:11][C:12]2[N:17]=[C:16]([N:18]3[C:22]([CH3:23])=[CH:21][C:20]([C:24]([F:27])([F:26])[F:25])=[N:19]3)[C:15]([C:28]3[CH:29]=[C:30]([C:36]([OH:38])=O)[C:31]([O:34][CH3:35])=[N:32][CH:33]=3)=[CH:14][N:13]=2)[CH:6]=[C:7]([O:9][CH3:10])[CH:8]=1.[S:39]1(=[O:49])(=[O:48])[CH2:43][CH:42]=[C:41]([S:44]([NH2:47])(=[O:46])=[O:45])[CH2:40]1.C(N(CC)CC)C.[I-].ClC1C=CC=C[N+]=1C. Given the product [CH3:1][O:2][C:3]1[CH:4]=[C:5]([NH:11][C:12]2[N:17]=[C:16]([N:18]3[C:22]([CH3:23])=[CH:21][C:20]([C:24]([F:26])([F:27])[F:25])=[N:19]3)[C:15]([C:28]3[CH:29]=[C:30]([C:36]([NH:47][S:44]([C:41]4[CH2:40][S:39](=[O:49])(=[O:48])[CH2:43][CH:42]=4)(=[O:46])=[O:45])=[O:38])[C:31]([O:34][CH3:35])=[N:32][CH:33]=3)=[CH:14][N:13]=2)[CH:6]=[C:7]([O:9][CH3:10])[CH:8]=1, predict the reactants needed to synthesize it.